From a dataset of Forward reaction prediction with 1.9M reactions from USPTO patents (1976-2016). Predict the product of the given reaction. (1) The product is: [CH3:1][O:2][C:3]([C:5]1[O:6][C:7]2[CH:13]=[CH:12][C:11]([OH:14])=[CH:10][C:8]=2[CH:9]=1)=[O:4]. Given the reactants [CH3:1][O:2][C:3]([C:5]1[O:6][C:7]2[CH:13]=[CH:12][C:11]([O:14]C)=[CH:10][C:8]=2[CH:9]=1)=[O:4].B(Br)(Br)Br.S(Cl)(Cl)=O.O, predict the reaction product. (2) Given the reactants [OH:1][C:2]1[CH:11]=[C:10]2[C:5]([C:6]([O:12][C:13]3[CH:14]=[C:15]4[C:19](=[CH:20][CH:21]=3)[NH:18][CH:17]=[CH:16]4)=[N:7][CH:8]=[N:9]2)=[CH:4][C:3]=1[O:22][CH3:23].[CH3:24][N:25]([CH3:29])[CH2:26][CH2:27]O, predict the reaction product. The product is: [CH3:24][N:25]([CH2:26][CH2:27][O:1][C:2]1[CH:11]=[C:10]2[C:5]([C:6]([O:12][C:13]3[CH:14]=[C:15]4[C:19](=[CH:20][CH:21]=3)[NH:18][CH:17]=[CH:16]4)=[N:7][CH:8]=[N:9]2)=[CH:4][C:3]=1[O:22][CH3:23])[CH3:29]. (3) Given the reactants Cl[C:2]1[C:11]2[C:6](=[CH:7][CH:8]=[C:9]([S:12]([CH3:15])(=[O:14])=[O:13])[CH:10]=2)[N:5]=[CH:4][CH:3]=1.[S:16]1[C:20]2[CH:21]=[CH:22][C:23]([NH2:25])=[CH:24][C:19]=2[N:18]=[CH:17]1.S(=O)(=O)(O)O.C(O)C, predict the reaction product. The product is: [S:16]1[C:20]2[CH:21]=[CH:22][C:23]([NH:25][C:2]3[C:11]4[C:6](=[CH:7][CH:8]=[C:9]([S:12]([CH3:15])(=[O:14])=[O:13])[CH:10]=4)[N:5]=[CH:4][CH:3]=3)=[CH:24][C:19]=2[N:18]=[CH:17]1. (4) Given the reactants Cl[C:2]1[C:11]2[C:6](=[CH:7][C:8]([O:14][CH3:15])=[C:9]([O:12][CH3:13])[CH:10]=2)[N:5]=[CH:4][CH:3]=1.[CH2:16]([N:23]1[C:28](=[O:29])[C:27]([C:30]2[CH:35]=[CH:34][C:33]([O:36]C3C4C(=CC(O)=C(OC)C=4)N=CC=3)=[C:32]([F:50])[CH:31]=2)=[CH:26][N:25]=[CH:24]1)[C:17]1[CH:22]=[CH:21][CH:20]=[CH:19][CH:18]=1, predict the reaction product. The product is: [CH2:16]([N:23]1[C:28](=[O:29])[C:27]([C:30]2[CH:35]=[CH:34][C:33]([O:36][C:2]3[C:11]4[C:6](=[CH:7][C:8]([O:14][CH3:15])=[C:9]([O:12][CH3:13])[CH:10]=4)[N:5]=[CH:4][CH:3]=3)=[C:32]([F:50])[CH:31]=2)=[CH:26][N:25]=[CH:24]1)[C:17]1[CH:22]=[CH:21][CH:20]=[CH:19][CH:18]=1. (5) Given the reactants [F:1][C:2]1[CH:7]=[CH:6][C:5]([NH2:8])=[CH:4][C:3]=1[N+:9]([O-:11])=[O:10].[CH3:12][O:13][C:14]1[CH:15]=[C:16]([CH:20]=[CH:21][CH:22]=1)[C:17](Cl)=[O:18].S1C=CC=C1C(Cl)=O, predict the reaction product. The product is: [F:1][C:2]1[CH:7]=[CH:6][C:5]([NH:8][C:17](=[O:18])[C:16]2[CH:20]=[CH:21][CH:22]=[C:14]([O:13][CH3:12])[CH:15]=2)=[CH:4][C:3]=1[N+:9]([O-:11])=[O:10]. (6) Given the reactants C(Cl)(=O)C(Cl)=O.[Cl:7][C:8]1[CH:9]=[C:10]([CH:26]=[CH:27][C:28]=1[F:29])[O:11][C:12]1[N:17]=[CH:16][N:15]=[C:14]([NH:18][C:19]2[CH:24]=[CH:23][CH:22]=[C:21]([NH2:25])[CH:20]=2)[CH:13]=1.CN1C(=O)CCC1.[CH3:37][N:38]([CH2:40]/[CH:41]=[CH:42]/[C:43](Cl)=[O:44])[CH3:39], predict the reaction product. The product is: [Cl:7][C:8]1[CH:9]=[C:10]([CH:26]=[CH:27][C:28]=1[F:29])[O:11][C:12]1[N:17]=[CH:16][N:15]=[C:14]([NH:18][C:19]2[CH:20]=[C:21]([NH:25][C:43](=[O:44])/[CH:42]=[CH:41]/[CH2:40][N:38]([CH3:39])[CH3:37])[CH:22]=[CH:23][CH:24]=2)[CH:13]=1. (7) Given the reactants [CH:1]1([C:7]2(O)[C:11]3[C:12]([CH3:26])=[C:13]([NH:18][C:19](=[O:25])[CH2:20][C:21]([CH3:24])([CH3:23])[CH3:22])[C:14]([CH3:17])=[C:15]([CH3:16])[C:10]=3[O:9][C:8]2([CH3:28])[CH3:27])[CH2:6][CH2:5][CH2:4][CH2:3][CH2:2]1, predict the reaction product. The product is: [CH:1]1([CH:7]2[C:11]3[C:12]([CH3:26])=[C:13]([NH:18][C:19](=[O:25])[CH2:20][C:21]([CH3:22])([CH3:23])[CH3:24])[C:14]([CH3:17])=[C:15]([CH3:16])[C:10]=3[O:9][C:8]2([CH3:28])[CH3:27])[CH2:2][CH2:3][CH2:4][CH2:5][CH2:6]1.